This data is from Reaction yield outcomes from USPTO patents with 853,638 reactions. The task is: Predict the reaction yield, written as a fraction of the theoretical maximum amount of product (1.0 means a 100% yield; for example, 0.34 means a 34% yield). (1) The reactants are [H-].[Al+3].[Li+].[H-].[H-].[H-].[N:7]1([C:18]([O:20][C:21]([CH3:24])([CH3:23])[CH3:22])=[O:19])[CH2:12][CH2:11][CH2:10][C@@H:9]([C:13](OCC)=[O:14])[CH2:8]1.[OH-].[Na+].S([O-])([O-])(=O)=O.[Na+].[Na+]. The catalyst is O1CCCC1.O. The product is [OH:14][CH2:13][C@@H:9]1[CH2:10][CH2:11][CH2:12][N:7]([C:18]([O:20][C:21]([CH3:24])([CH3:23])[CH3:22])=[O:19])[CH2:8]1. The yield is 0.950. (2) The reactants are [CH3:1][C:2]1[C:10]2[N:6]([CH:7]=[C:8]([C:11]#[N:12])[CH:9]=2)[CH:5]=[CH:4][CH:3]=1.F[B-](F)(F)F.C1(P(C2CCCC2)C2CCCC2)CCCC1.C([O-])([O-])=O.[Cs+].[Cs+].Cl[C:41]1[CH:46]=[CH:45][CH:44]=[CH:43][N:42]=1. The catalyst is CC([O-])=O.CC([O-])=O.[Pd+2]. The product is [CH3:1][C:2]1[C:10]2[N:6]([C:7]([C:41]3[CH:46]=[CH:45][CH:44]=[CH:43][N:42]=3)=[C:8]([C:11]#[N:12])[CH:9]=2)[CH:5]=[CH:4][CH:3]=1. The yield is 0.450. (3) The reactants are [Cl:1][C:2]1[CH:3]=[C:4]([C@@H:12]([CH2:22][CH:23]2[CH2:27][CH2:26][CH2:25][CH2:24]2)[C:13]([NH:15][C:16]2[CH:20]=[CH:19][N:18]([CH3:21])[N:17]=2)=[O:14])[CH:5]=[CH:6][C:7]=1[S:8]([CH3:11])(=[O:10])=[O:9].C(Cl)(=O)C(Cl)=O.N1[C:39]([CH3:40])=[CH:38][CH:37]=[CH:36][C:35]=1[CH3:41].CC1C=CC(CN2C=CC(N)=N2)=CC=1. The catalyst is C(Cl)Cl. The product is [Cl:1][C:2]1[CH:3]=[C:4]([C@@H:12]([CH2:22][CH:23]2[CH2:24][CH2:25][CH2:26][CH2:27]2)[C:13]([NH:15][C:16]2[CH:20]=[CH:19][N:18]([CH2:21][C:36]3[CH:37]=[CH:38][C:39]([CH3:40])=[CH:41][CH:35]=3)[N:17]=2)=[O:14])[CH:5]=[CH:6][C:7]=1[S:8]([CH3:11])(=[O:10])=[O:9]. The yield is 0.570. (4) The reactants are [CH2:1](Br)[C:2]1[CH:7]=[CH:6][CH:5]=[CH:4][CH:3]=1.[CH:9]([C:11]1[CH:19]=[CH:18][C:14]([C:15]([OH:17])=[O:16])=[CH:13][C:12]=1[OH:20])=[O:10].C(=O)([O-])[O-].[K+].[K+]. The catalyst is CN(C=O)C. The product is [CH2:1]([O:16][C:15](=[O:17])[C:14]1[CH:18]=[CH:19][C:11]([CH:9]=[O:10])=[C:12]([O:20][CH2:1][C:2]2[CH:7]=[CH:6][CH:5]=[CH:4][CH:3]=2)[CH:13]=1)[C:2]1[CH:7]=[CH:6][CH:5]=[CH:4][CH:3]=1. The yield is 0.950. (5) The reactants are C([O:8][C:9]1[C:14]([C:15]2[N:19]([C:20]3[CH:25]=[CH:24][C:23]([CH2:26][N:27]4[CH2:32][CH2:31][O:30][CH2:29][CH2:28]4)=[CH:22][CH:21]=3)[C:18]([S:33]([CH3:36])(=[O:35])=[O:34])=[N:17][N:16]=2)=[CH:13][C:12]([CH:37]([CH3:39])[CH3:38])=[C:11]([O:40]CC2C=CC=CC=2)[CH:10]=1)C1C=CC=CC=1.C(C1C(OCOC)=CC(OCOC)=C(C2N(C3C=CC(CN4CCOCC4)=CC=3)C(S(C)(=O)=O)=NN=2)C=1)(C)C.B(Cl)(Cl)Cl.C(=O)([O-])O.[Na+]. The catalyst is C(Cl)Cl. The product is [CH:37]([C:12]1[CH:13]=[C:14]([C:15]2[N:19]([C:20]3[CH:25]=[CH:24][C:23]([CH2:26][N:27]4[CH2:28][CH2:29][O:30][CH2:31][CH2:32]4)=[CH:22][CH:21]=3)[C:18]([S:33]([CH3:36])(=[O:35])=[O:34])=[N:17][N:16]=2)[C:9]([OH:8])=[CH:10][C:11]=1[OH:40])([CH3:39])[CH3:38]. The yield is 0.881. (6) The reactants are [NH:1]1[C:9](=[O:10])[C:8]2[C:4]([N:5]=[CH:6][N:7]=2)=[N:3][C:2]1=[N:11][NH2:12].[CH3:13][O:14][C:15]1[CH:20]=[CH:19][C:18]([C:21]2[O:25][N:24]=[C:23]([CH2:26][CH2:27][CH:28]=O)[N:22]=2)=[CH:17][CH:16]=1. The catalyst is C(O)C. The product is [CH3:13][O:14][C:15]1[CH:16]=[CH:17][C:18]([C:21]2[O:25][N:24]=[C:23]([CH2:26][CH2:27][C:28]3[N:1]4[C:9](=[O:10])[C:8]5[NH:7][CH:6]=[N:5][C:4]=5[N:3]([CH2:17][CH2:16][CH2:15][CH2:20][CH3:19])[C:2]4=[N:11][N:12]=3)[N:22]=2)=[CH:19][CH:20]=1. The yield is 0.640. (7) No catalyst specified. The reactants are [CH2:1]([N:5]1[CH:9]=[C:8]([C:10]2[O:14][N:13]=[C:12]([C:15]3[CH:16]=[CH:17][C:18]4[O:22][C:21]([C:23]5([NH:31]C(=O)OC(C)(C)C)[CH2:28][O:27]C(C)(C)[O:25][CH2:24]5)=[CH:20][C:19]=4[CH:39]=3)[N:11]=2)[CH:7]=[N:6]1)[CH2:2][CH2:3][CH3:4].ClC1C=C(C2ON=C(C3C=CC4OC(C5(NC(=O)OC(C)(C)C)COC(C)(C)OC5)=CC=4C=3)N=2)C=CC=1OCCC. The product is [NH2:31][C:23]([C:21]1[O:22][C:18]2[CH:17]=[CH:16][C:15]([C:12]3[N:11]=[C:10]([C:8]4[CH:7]=[N:6][N:5]([CH2:1][CH2:2][CH2:3][CH3:4])[CH:9]=4)[O:14][N:13]=3)=[CH:39][C:19]=2[CH:20]=1)([CH2:24][OH:25])[CH2:28][OH:27]. The yield is 0.460. (8) The reactants are Br[C:2]1[CH:7]=[CH:6][C:5]([CH:8]([CH3:15])[CH2:9][NH:10][S:11]([CH3:14])(=[O:13])=[O:12])=[CH:4][CH:3]=1.[CH3:16][O:17][C:18]1[CH:23]=[CH:22][CH:21]=[CH:20][C:19]=1B(O)O.C(=O)([O-])[O-].[K+].[K+]. The catalyst is O1CCOCC1.O.C1C=CC([P]([Pd]([P](C2C=CC=CC=2)(C2C=CC=CC=2)C2C=CC=CC=2)([P](C2C=CC=CC=2)(C2C=CC=CC=2)C2C=CC=CC=2)[P](C2C=CC=CC=2)(C2C=CC=CC=2)C2C=CC=CC=2)(C2C=CC=CC=2)C2C=CC=CC=2)=CC=1. The product is [CH3:16][O:17][C:18]1[CH:23]=[CH:22][CH:21]=[CH:20][C:19]=1[C:2]1[CH:7]=[CH:6][C:5]([CH:8]([CH3:15])[CH2:9][NH:10][S:11]([CH3:14])(=[O:13])=[O:12])=[CH:4][CH:3]=1. The yield is 0.900. (9) The reactants are [OH:1][C@H:2]1[CH2:6][CH2:5][CH2:4][C@H:3]1[O:7][C@H:8]1[CH2:13][CH2:12][C@H:11]([N:14]2[C:19](=[O:20])[C:18]([CH2:21][C:22]3[CH:27]=[CH:26][C:25]([C:28]4[CH:33]=[CH:32][CH:31]=[CH:30][C:29]=4[C:34]4[NH:38][C:37](=[O:39])[O:36][N:35]=4)=[CH:24][CH:23]=3)=[C:17]([CH2:40][CH2:41][CH3:42])[N:16]3[N:43]=[CH:44][N:45]=[C:15]23)[CH2:10][CH2:9]1.CC(OI1(OC(C)=O)(OC(C)=O)OC(=O)C2C=CC=CC1=2)=O.C(=O)([O-])O.[Na+].S([O-])([O-])(=O)=S.[Na+].[Na+]. The catalyst is C(#N)C. The product is [O:1]=[C:2]1[CH2:6][CH2:5][CH2:4][CH:3]1[O:7][C@H:8]1[CH2:13][CH2:12][C@H:11]([N:14]2[C:19](=[O:20])[C:18]([CH2:21][C:22]3[CH:23]=[CH:24][C:25]([C:28]4[CH:33]=[CH:32][CH:31]=[CH:30][C:29]=4[C:34]4[NH:38][C:37](=[O:39])[O:36][N:35]=4)=[CH:26][CH:27]=3)=[C:17]([CH2:40][CH2:41][CH3:42])[N:16]3[N:43]=[CH:44][N:45]=[C:15]23)[CH2:10][CH2:9]1. The yield is 0.620.